This data is from NCI-60 drug combinations with 297,098 pairs across 59 cell lines. The task is: Regression. Given two drug SMILES strings and cell line genomic features, predict the synergy score measuring deviation from expected non-interaction effect. (1) Drug 1: C1=CN(C(=O)N=C1N)C2C(C(C(O2)CO)O)O.Cl. Drug 2: C(CCl)NC(=O)N(CCCl)N=O. Cell line: A498. Synergy scores: CSS=13.8, Synergy_ZIP=-6.72, Synergy_Bliss=2.33, Synergy_Loewe=-13.0, Synergy_HSA=1.77. (2) Drug 1: C1=CC(=CC=C1CC(C(=O)O)N)N(CCCl)CCCl.Cl. Drug 2: C(=O)(N)NO. Cell line: M14. Synergy scores: CSS=-0.651, Synergy_ZIP=1.97, Synergy_Bliss=-0.692, Synergy_Loewe=-11.4, Synergy_HSA=-6.21.